This data is from Full USPTO retrosynthesis dataset with 1.9M reactions from patents (1976-2016). The task is: Predict the reactants needed to synthesize the given product. (1) Given the product [O:1]=[C:2]1[CH:7]([N:8]2[CH2:16][C:15]3[C:10](=[CH:11][CH:12]=[C:13]([CH2:17][NH:18][C:19](=[O:33])[C:20]([F:32])([F:31])[C:21]4[CH:26]=[CH:25][CH:24]=[C:23]([OH:27])[CH:22]=4)[CH:14]=3)[C:9]2=[O:34])[CH2:6][CH2:5][C:4](=[O:35])[NH:3]1, predict the reactants needed to synthesize it. The reactants are: [O:1]=[C:2]1[CH:7]([N:8]2[CH2:16][C:15]3[C:10](=[CH:11][CH:12]=[C:13]([CH2:17][NH:18][C:19](=[O:33])[C:20]([F:32])([F:31])[C:21]4[CH:26]=[CH:25][CH:24]=[C:23]([O:27]COC)[CH:22]=4)[CH:14]=3)[C:9]2=[O:34])[CH2:6][CH2:5][C:4](=[O:35])[NH:3]1.Cl.C(=O)(O)[O-].[Na+]. (2) Given the product [Cl:9][C:10]1[CH:15]=[CH:14][C:13]2[N:16]([CH2:26][CH2:27][N:4]3[CH2:5][CH2:6][C:2]([CH3:7])([CH3:1])[CH2:3]3)[C:22]3[CH2:21][CH2:20][N:19]([CH3:18])[CH2:24][C:23]=3[C:12]=2[CH:11]=1, predict the reactants needed to synthesize it. The reactants are: [CH3:1][C:2]1([CH3:7])[CH2:6][CH2:5][NH:4][CH2:3]1.Cl.[Cl:9][C:10]1[CH:15]=[CH:14][C:13]([NH:16]N)=[CH:12][CH:11]=1.[CH3:18][N:19]1[CH2:24][CH2:23][C:22](=O)[CH2:21][CH2:20]1.[CH2:26](N(CC)CC)[CH3:27]. (3) Given the product [CH2:35]([N:42]1[CH2:46][CH2:45][CH:44]([NH:47][C:21]([C:17]2[C:16]([CH3:24])=[C:15]([CH:13]=[O:14])[NH:19][C:18]=2[CH3:20])=[O:23])[CH2:43]1)[C:36]1[CH:37]=[CH:38][CH:39]=[CH:40][CH:41]=1, predict the reactants needed to synthesize it. The reactants are: Cl.C(N=C=NCCCN(C)C)C.[CH:13]([C:15]1[NH:19][C:18]([CH3:20])=[C:17]([C:21]([OH:23])=O)[C:16]=1[CH3:24])=[O:14].ON1C2C=CC=CC=2N=N1.[CH2:35]([N:42]1[CH2:46][CH2:45][CH:44]([NH2:47])[CH2:43]1)[C:36]1[CH:41]=[CH:40][CH:39]=[CH:38][CH:37]=1. (4) Given the product [ClH:1].[CH:2]1([CH2:8][N:9]2[C:17]3[C:12](=[CH:13][CH:14]=[CH:15][C:16]=3[O:18][CH3:19])[C:11]([C:20]([N:22]3[CH2:27][CH2:26][N:25]([CH2:24][CH3:29])[C@H:31]([CH3:32])[CH2:23]3)=[O:21])=[CH:10]2)[CH2:3][CH2:4][CH2:5][CH2:6]1, predict the reactants needed to synthesize it. The reactants are: [ClH:1].[CH:2]1([CH2:8][N:9]2[C:17]3[C:12](=[CH:13][CH:14]=[CH:15][C:16]=3[O:18][CH3:19])[C:11]([C:20]([N:22]3[CH2:27][CH:26](C)[NH:25][CH:24]([CH3:29])[CH2:23]3)=[O:21])=[CH:10]2)C[CH2:6][CH2:5][CH2:4][CH2:3]1.I[CH2:31][CH3:32]. (5) Given the product [Br:21][C:19]1[CH:18]=[CH:17][C:15]2[N:16]=[C:12]([N:8]3[CH2:9][CH2:10][CH2:11][C@H:6]([N:22]4[CH2:27][CH2:26][O:25][CH2:24][CH2:23]4)[CH2:7]3)[S:13][C:14]=2[CH:20]=1, predict the reactants needed to synthesize it. The reactants are: CS(O[C@@H:6]1[CH2:11][CH2:10][CH2:9][N:8]([C:12]2[S:13][C:14]3[CH:20]=[C:19]([Br:21])[CH:18]=[CH:17][C:15]=3[N:16]=2)[CH2:7]1)(=O)=O.[NH:22]1[CH2:27][CH2:26][O:25][CH2:24][CH2:23]1. (6) Given the product [I:20][CH2:2][CH2:3][CH2:4][CH2:5][O:6][CH2:7][CH2:8][O:9][CH2:10][CH2:11][O:12][CH2:13][C:14]1[CH:19]=[CH:18][CH:17]=[CH:16][CH:15]=1, predict the reactants needed to synthesize it. The reactants are: Br[CH2:2][CH2:3][CH2:4][CH2:5][O:6][CH2:7][CH2:8][O:9][CH2:10][CH2:11][O:12][CH2:13][C:14]1[CH:19]=[CH:18][CH:17]=[CH:16][CH:15]=1.[I-:20].[Na+]. (7) Given the product [CH3:30][C:17]1[CH:18]=[C:19]([B:21]2[O:25][C:24]([CH3:26])([CH3:27])[C:23]([CH3:29])([CH3:28])[O:22]2)[CH:20]=[C:15]([CH3:14])[C:16]=1[O:12][C:11]([C:3]1[O:4][C:5]2[CH:10]=[CH:9][CH:8]=[CH:7][C:6]=2[C:2]=1[CH3:1])=[O:13], predict the reactants needed to synthesize it. The reactants are: [CH3:1][C:2]1[C:6]2[CH:7]=[CH:8][CH:9]=[CH:10][C:5]=2[O:4][C:3]=1[C:11]([OH:13])=[O:12].[CH3:14][C:15]1[CH:20]=[C:19]([B:21]2[O:25][C:24]([CH3:27])([CH3:26])[C:23]([CH3:29])([CH3:28])[O:22]2)[CH:18]=[C:17]([CH3:30])[C:16]=1O.C1(N=C=NC2CCCCC2)CCCCC1. (8) Given the product [NH2:1][C:2]1[C:7]([C:8]2[CH:13]=[CH:12][C:11]([OH:14])=[CH:10][CH:9]=2)=[C:6]([CH2:15][CH3:16])[C:5]([C:23]2[CH:22]=[C:21]3[C:26](=[CH:25][CH:24]=2)[NH:18][N:19]=[CH:20]3)=[CH:4][N:3]=1, predict the reactants needed to synthesize it. The reactants are: [NH2:1][C:2]1[C:7]([C:8]2[CH:13]=[CH:12][C:11]([OH:14])=[CH:10][CH:9]=2)=[C:6]([CH2:15][CH3:16])[C:5](Br)=[CH:4][N:3]=1.[N:18]1[NH:19][CH:20]=[C:21]2[C:26]=1[CH:25]=[C:24](B(O)O)[CH:23]=[CH:22]2.C([O-])([O-])=O.[K+].[K+].O.